This data is from Full USPTO retrosynthesis dataset with 1.9M reactions from patents (1976-2016). The task is: Predict the reactants needed to synthesize the given product. (1) Given the product [F:3][C:4]1[C:9]([F:10])=[CH:8][CH:7]=[CH:6][C:5]=1[C:15]1[CH:20]=[N:19][C:18]([N:21]2[C:29]3[C:24](=[CH:25][CH:26]=[C:27]([C:30]([N:32]4[CH2:37][CH2:36][O:35][CH2:34][CH2:33]4)=[O:31])[CH:28]=3)[C:23]([S:38]([CH3:40])=[O:39])=[CH:22]2)=[N:17][CH:16]=1, predict the reactants needed to synthesize it. The reactants are: [F-].[K+].[F:3][C:4]1[C:9]([F:10])=[CH:8][CH:7]=[CH:6][C:5]=1B(O)O.Br[C:15]1[CH:16]=[N:17][C:18]([N:21]2[C:29]3[C:24](=[CH:25][CH:26]=[C:27]([C:30]([N:32]4[CH2:37][CH2:36][O:35][CH2:34][CH2:33]4)=[O:31])[CH:28]=3)[C:23]([S:38]([CH3:40])=[O:39])=[CH:22]2)=[N:19][CH:20]=1. (2) The reactants are: FC(F)(F)C(O)=O.C[N:9]([CH:11]=[C:12]([N:18]1[CH:22]=[CH:21][N:20]=[CH:19]1)[C:13]([O:15]CC)=O)C.[CH:23]1([N:27]2[CH2:32][CH2:31][N:30]([C:33]3[CH:38]=[C:37]([NH:39]N)[N:36]=[CH:35][N:34]=3)[CH2:29][CH2:28]2)[CH2:26][CH2:25][CH2:24]1. Given the product [CH:23]1([N:27]2[CH2:32][CH2:31][N:30]([C:33]3[N:34]=[CH:35][N:36]=[C:37]([N:39]4[C:13](=[O:15])[C:12]([N:18]5[CH:22]=[CH:21][N:20]=[CH:19]5)=[CH:11][NH:9]4)[CH:38]=3)[CH2:29][CH2:28]2)[CH2:24][CH2:25][CH2:26]1, predict the reactants needed to synthesize it. (3) Given the product [Cl:1][C:2]1[CH:9]=[C:8]([NH:11][C:12]2[CH:22]=[CH:21][CH:20]=[CH:19][C:13]=2[C:14]([NH:16][CH3:31])=[O:15])[C:5]([C:6]#[N:7])=[CH:4][N:3]=1, predict the reactants needed to synthesize it. The reactants are: [Cl:1][C:2]1[CH:9]=[C:8](I)[C:5]([C:6]#[N:7])=[CH:4][N:3]=1.[NH2:11][C:12]1[CH:22]=[CH:21][CH:20]=[CH:19][C:13]=1[C:14]([NH:16]OC)=[O:15].[O-]P([O-])([O-])=O.[K+].[K+].[K+].[CH:31]1C=CC(P(C2C(OC3C(P(C4C=CC=CC=4)C4C=CC=CC=4)=CC=CC=3)=CC=CC=2)C2C=CC=CC=2)=CC=1. (4) Given the product [Cl:29][CH2:28][C:27](=[N:26][O:25][CH3:24])[CH2:30][N:11]1[C:12]2[C:8](=[CH:7][C:6]([N:5]=[CH:4][N:2]([CH3:1])[CH3:3])=[CH:14][CH:13]=2)[C:9]([C:15]([NH2:17])=[O:16])=[CH:10]1, predict the reactants needed to synthesize it. The reactants are: [CH3:1][N:2]([CH:4]=[N:5][C:6]1[CH:7]=[C:8]2[C:12](=[CH:13][CH:14]=1)[NH:11][CH:10]=[C:9]2[C:15]([NH2:17])=[O:16])[CH3:3].CC([O-])(C)C.[K+].[CH3:24][O:25][N:26]=[C:27]([CH2:30]Cl)[CH2:28][Cl:29]. (5) Given the product [Si:1]([O:22][CH2:21][CH2:20][CH2:19][NH:18][C:16]1[C:15]([F:23])=[CH:14][C:11]([C:12]#[N:13])=[C:10]([Cl:9])[N:17]=1)([C:4]([CH3:7])([CH3:6])[CH3:5])([CH3:3])[CH3:2], predict the reactants needed to synthesize it. The reactants are: [Si:1](Cl)([C:4]([CH3:7])([CH3:6])[CH3:5])([CH3:3])[CH3:2].[Cl:9][C:10]1[N:17]=[C:16]([NH:18][CH2:19][CH2:20][CH2:21][OH:22])[C:15]([F:23])=[CH:14][C:11]=1[C:12]#[N:13].ClC1N=C(Cl)C(F)=CC=1C#N.CCN(CC)CC.